This data is from Reaction yield outcomes from USPTO patents with 853,638 reactions. The task is: Predict the reaction yield, written as a fraction of the theoretical maximum amount of product (1.0 means a 100% yield; for example, 0.34 means a 34% yield). (1) The product is [C:43]([O:42][C:40]([N:35]1[CH2:36][CH2:37][CH:38]([N:19]2[CH:20]=[C:16]([C:15]3[C:6]([O:5][CH:1]4[CH2:2][CH2:3][CH2:4]4)=[C:7]4[C:12](=[CH:13][CH:14]=3)[N:11]([C:21]([O:23][CH3:24])=[O:22])[C@@H:10]([CH3:25])[CH2:9][CH2:8]4)[CH:17]=[N:18]2)[CH:33]([OH:39])[CH2:34]1)=[O:41])([CH3:46])([CH3:44])[CH3:45]. The yield is 0.780. The reactants are [CH:1]1([O:5][C:6]2[C:15]([C:16]3[CH:17]=[N:18][NH:19][CH:20]=3)=[CH:14][CH:13]=[C:12]3[C:7]=2[CH2:8][CH2:9][C@H:10]([CH3:25])[N:11]3[C:21]([O:23][CH3:24])=[O:22])[CH2:4][CH2:3][CH2:2]1.CN(C)C=O.[H-].[Na+].[CH:33]12[O:39][CH:38]1[CH2:37][CH2:36][N:35]([C:40]([O:42][C:43]([CH3:46])([CH3:45])[CH3:44])=[O:41])[CH2:34]2. The catalyst is C(OCC)(=O)C. (2) The reactants are [NH2:1][C:2]1[C:3]2[NH:10][CH:9]=[C:8]([C@H:11]3[C@@H:15]([OH:16])[C@H:14]([OH:17])[C@@H:13]([CH2:18][OH:19])[N:12]3C(OC(C)(C)C)=O)[C:4]=2[N:5]=[CH:6][N:7]=1.Cl. The catalyst is C(O)C. The product is [NH2:1][C:2]1[C:3]2[NH:10][CH:9]=[C:8]([C@H:11]3[C@@H:15]([OH:16])[C@H:14]([OH:17])[C@@H:13]([CH2:18][OH:19])[NH:12]3)[C:4]=2[N:5]=[CH:6][N:7]=1. The yield is 0.153. (3) The product is [OH:17][CH2:16][CH2:15][C:13]1[CH:12]=[CH:11][N:10]=[C:9]([NH:8][C:6](=[O:7])[O:5][C:1]([CH3:3])([CH3:2])[CH3:4])[CH:14]=1. The reactants are [C:1]([O:5][C:6]([NH:8][C:9]1[CH:14]=[C:13]([CH2:15][C:16](OCC)=[O:17])[CH:12]=[CH:11][N:10]=1)=[O:7])([CH3:4])([CH3:3])[CH3:2].CC(C[AlH]CC(C)C)C.O. The yield is 0.640. The catalyst is C1COCC1. (4) The reactants are [CH3:1][O:2][C:3](=[O:12])[C:4]1[CH:9]=[CH:8][C:7](F)=[C:6]([F:11])[CH:5]=1.Cl.[CH3:14][NH:15][CH3:16].C(=O)([O-])[O-].[K+].[K+]. The catalyst is CS(C)=O. The product is [CH3:1][O:2][C:3](=[O:12])[C:4]1[CH:9]=[CH:8][C:7]([N:15]([CH3:16])[CH3:14])=[C:6]([F:11])[CH:5]=1. The yield is 0.710. (5) The reactants are [CH:1]1([CH2:7][NH:8][C:9](=[O:13])[O:10][CH2:11][CH3:12])[CH2:6][CH2:5][CH:4]=[CH:3][CH2:2]1.C=O.[C:16](=O)([O-])[O-:17].[K+].[K+].C(=O)([O-])[O-].[Cs+].[Cs+]. The catalyst is C1COCC1. The product is [OH:17][CH2:16][N:8]([CH2:7][CH:1]1[CH2:6][CH2:5][CH:4]=[CH:3][CH2:2]1)[C:9](=[O:13])[O:10][CH2:11][CH3:12]. The yield is 0.610. (6) The reactants are Cl.[CH3:2][N:3]([CH2:5][C:6](Cl)=[O:7])[CH3:4].C(=O)(O)[O-].[Na+].[NH2:14][C:15]1[CH:23]=[CH:22][C:18]([C:19]([OH:21])=[O:20])=[CH:17][CH:16]=1. The catalyst is C(#N)C. The product is [CH3:2][N:3]([CH2:5][C:6]([NH:14][C:15]1[CH:23]=[CH:22][C:18]([C:19]([OH:21])=[O:20])=[CH:17][CH:16]=1)=[O:7])[CH3:4]. The yield is 0.760. (7) The reactants are [S:1]1[C:5]([NH:6][C:7]2[CH:12]=[C:11](Cl)[N:10]=[C:9]([S:14][C:15]3[CH:20]=[CH:19][C:18]([NH:21][C:22](=[O:28])[CH2:23][C:24]([F:27])([F:26])[F:25])=[CH:17][CH:16]=3)[N:8]=2)=[N:4][CH:3]=[N:2]1.Cl.[CH:30]1([C:33]2([F:37])[CH2:36][NH:35][CH2:34]2)[CH2:32][CH2:31]1.CCN(C(C)C)C(C)C. The catalyst is O1CCOCC1. The product is [S:1]1[C:5]([NH:6][C:7]2[CH:12]=[C:11]([N:35]3[CH2:36][C:33]([CH:30]4[CH2:32][CH2:31]4)([F:37])[CH2:34]3)[N:10]=[C:9]([S:14][C:15]3[CH:20]=[CH:19][C:18]([NH:21][C:22](=[O:28])[CH2:23][C:24]([F:27])([F:26])[F:25])=[CH:17][CH:16]=3)[N:8]=2)=[N:4][CH:3]=[N:2]1. The yield is 0.200. (8) The reactants are [Br:1][C:2]1[C:3]([F:11])=[C:4]2[CH:10]=[CH:9][NH:8][C:5]2=[N:6][CH:7]=1.[H-].[Na+].[C:14]1([S:20](Cl)(=[O:22])=[O:21])[CH:19]=[CH:18][CH:17]=[CH:16][CH:15]=1.O. The catalyst is CN(C=O)C.CCOC(C)=O. The product is [Br:1][C:2]1[C:3]([F:11])=[C:4]2[CH:10]=[CH:9][N:8]([S:20]([C:14]3[CH:19]=[CH:18][CH:17]=[CH:16][CH:15]=3)(=[O:22])=[O:21])[C:5]2=[N:6][CH:7]=1. The yield is 0.594. (9) The reactants are [OH:1][C:2]1[CH:11]=[C:10]([O:12][CH3:13])[CH:9]=[C:8](/[CH:14]=[CH:15]/[C:16]2[CH:21]=[CH:20][CH:19]=[CH:18][CH:17]=2)[C:3]=1[C:4]([O:6][CH3:7])=[O:5].[CH2:22](Br)[CH:23]=[CH2:24]. No catalyst specified. The product is [OH:1][C:2]1[C:11]([CH2:24][CH:23]=[CH2:22])=[C:10]([O:12][CH3:13])[CH:9]=[C:8](/[CH:14]=[CH:15]/[C:16]2[CH:17]=[CH:18][CH:19]=[CH:20][CH:21]=2)[C:3]=1[C:4]([O:6][CH3:7])=[O:5]. The yield is 0.580. (10) The reactants are [NH2:1][C:2]1[CH:3]=[CH:4][C:5]([O:8][C:9](=[O:18])[N:10]([CH3:17])[C:11]2[CH:16]=[CH:15][CH:14]=[CH:13][CH:12]=2)=[N:6][CH:7]=1.[CH3:19][O:20][C:21]1[CH:29]=[CH:28][CH:27]=[CH:26][C:22]=1[C:23](Cl)=[O:24].C(N(CC)CC)C.ClCCl. The catalyst is C(#N)C. The product is [CH3:19][O:20][C:21]1[CH:29]=[CH:28][CH:27]=[CH:26][C:22]=1[C:23]([NH:1][C:2]1[CH:3]=[CH:4][C:5]([O:8][C:9](=[O:18])[N:10]([CH3:17])[C:11]2[CH:16]=[CH:15][CH:14]=[CH:13][CH:12]=2)=[N:6][CH:7]=1)=[O:24]. The yield is 0.570.